From a dataset of Full USPTO retrosynthesis dataset with 1.9M reactions from patents (1976-2016). Predict the reactants needed to synthesize the given product. (1) The reactants are: [OH:1][CH:2]1[CH:7]([C:8]2[CH:13]=[CH:12][C:11]([OH:14])=[CH:10][CH:9]=2)[CH2:6][CH2:5][N:4]([C:15]([O:17][CH2:18][C:19]2[CH:24]=[CH:23][CH:22]=[CH:21][CH:20]=2)=[O:16])[CH2:3]1.C1(C)C=CC(S(O[C@@H:35]2[CH2:39][CH2:38][N:37]([C:40]([O:42][C:43]([CH3:46])([CH3:45])[CH3:44])=[O:41])[CH2:36]2)(=O)=O)=CC=1. Given the product [C:43]([O:42][C:40]([N:37]1[CH2:38][CH2:39][C@H:35]([O:14][C:11]2[CH:10]=[CH:9][C:8]([CH:7]3[CH2:6][CH2:5][N:4]([C:15]([O:17][CH2:18][C:19]4[CH:20]=[CH:21][CH:22]=[CH:23][CH:24]=4)=[O:16])[CH2:3][CH:2]3[OH:1])=[CH:13][CH:12]=2)[CH2:36]1)=[O:41])([CH3:46])([CH3:44])[CH3:45], predict the reactants needed to synthesize it. (2) The reactants are: Cl.[Cl:2][C:3]1[CH:8]=[C:7]([O:9][CH3:10])[C:6](C)=[CH:5][C:4]=1[NH:12][NH2:13].[N:14]#[C:15][NH2:16].C(OCC)C. Given the product [ClH:2].[Cl:2][C:3]1[CH:8]=[C:7]([O:9][CH3:10])[CH:6]=[CH:5][C:4]=1[NH:12][NH:13][C:15](=[NH:14])[NH2:16], predict the reactants needed to synthesize it. (3) Given the product [NH2:1][C:2]1[N:6]([CH:7]2[CH2:12][CH2:11][CH2:10][CH2:9][CH2:8]2)[N:5]=[C:4]([C:13]2[CH:18]=[CH:17][C:16]([O:19][C:20]3[CH:25]=[CH:24][CH:23]=[CH:22][CH:21]=3)=[CH:15][CH:14]=2)[C:3]=1[C:26]([NH2:27])=[O:29], predict the reactants needed to synthesize it. The reactants are: [NH2:1][C:2]1[N:6]([CH:7]2[CH2:12][CH2:11][CH2:10][CH2:9][CH2:8]2)[N:5]=[C:4]([C:13]2[CH:18]=[CH:17][C:16]([O:19][C:20]3[CH:25]=[CH:24][CH:23]=[CH:22][CH:21]=3)=[CH:15][CH:14]=2)[C:3]=1[C:26]#[N:27].C([O-])([O-])=[O:29].[K+].[K+].OO.O. (4) Given the product [F:2][C:3]1[CH:4]=[C:5]2[C:10](=[CH:11][CH:12]=1)[N:9]=[C:8](/[CH:13]=[CH:14]/[C:15]1[O:16][C:17]([N+:20]([O-:22])=[O:21])=[CH:18][CH:19]=1)[N:7]=[C:6]2[N:23]([CH2:31][CH2:32][OH:33])[CH2:24][CH2:25][OH:26], predict the reactants needed to synthesize it. The reactants are: Cl.[F:2][C:3]1[CH:4]=[C:5]2[C:10](=[CH:11][CH:12]=1)[N:9]=[C:8]([CH:13]=[CH:14][C:15]1[O:16][C:17]([N+:20]([O-:22])=[O:21])=[CH:18][CH:19]=1)[N:7]=[C:6]2[N:23]([CH2:31][CH2:32][O:33][Si](C)(C)C)[CH2:24][CH2:25][O:26][Si](C)(C)C. (5) Given the product [C:1]1([C:55]2[CH:60]=[CH:59][CH:58]=[CH:57][CH:56]=2)[CH:6]=[CH:5][CH:4]=[CH:3][C:2]=1[C:7]1[CH:20]=[CH:19][C:18]2[C:9](=[C:10]([C:39]3[CH:44]=[CH:43][C:42]([C:45]4[C:54]5[C:49](=[CH:50][CH:51]=[CH:52][CH:53]=5)[CH:48]=[CH:47][CH:46]=4)=[CH:41][CH:40]=3)[C:11]3[C:16]([C:17]=2[C:22]2[CH:23]=[CH:24][C:25]([C:28]4[C:37]5[C:32](=[CH:33][CH:34]=[CH:35][CH:36]=5)[CH:31]=[CH:30][CH:29]=4)=[CH:26][CH:27]=2)=[CH:15][CH:14]=[CH:13][CH:12]=3)[CH:8]=1, predict the reactants needed to synthesize it. The reactants are: [C:1]1([C:55]2[CH:60]=[CH:59][CH:58]=[CH:57][CH:56]=2)[CH:6]=[CH:5][CH:4]=[CH:3][C:2]=1[C:7]1[CH:20]=[CH:19][C:18]2[C:17]([C:22]3[CH:27]=[CH:26][C:25]([C:28]4[C:37]5[C:32](=[CH:33][CH:34]=[CH:35][CH:36]=5)[CH:31]=[CH:30][CH:29]=4)=[CH:24][CH:23]=3)(O)[C:16]3[C:11](=[CH:12][CH:13]=[CH:14][CH:15]=3)[C:10]([C:39]3[CH:44]=[CH:43][C:42]([C:45]4[C:54]5[C:49](=[CH:50][CH:51]=[CH:52][CH:53]=5)[CH:48]=[CH:47][CH:46]=4)=[CH:41][CH:40]=3)(O)[C:9]=2[CH:8]=1.Cl. (6) Given the product [CH:45]1([NH:48][C:2]2[N:3]=[C:4]([NH:19][C:20](=[O:24])[CH:21]([CH3:23])[CH3:22])[N:5]=[C:6]3[C:7]=2[N:8]=[CH:9][N:11]3[C@@H:12]2[CH2:16][C@H:15]([CH2:17][OH:18])[CH:14]=[CH:13]2)[CH2:47][CH2:46]1, predict the reactants needed to synthesize it. The reactants are: Cl[C:2]1[C:7]([NH:8][CH:9]=O)=[C:6]([NH:11][C@@H:12]2[CH2:16][C@H:15]([CH2:17][OH:18])[CH:14]=[CH:13]2)[N:5]=[C:4]([NH:19][C:20](=[O:24])[CH:21]([CH3:23])[CH3:22])[N:3]=1.C(O)(C)C.Cl.C(OCC)(OCC)OCC.C([O-])(O)=O.[Na+].[CH:45]1([NH2:48])[CH2:47][CH2:46]1. (7) Given the product [Cl:37][C:22]1[CH:21]=[CH:23][C:29]([S:30]([NH:1][CH:4]2[CH2:10][CH:9]([CH:11]([CH3:13])[CH3:12])[CH2:8][CH2:7][NH:6][C:5]2=[O:14])(=[O:32])=[O:31])=[CH:28][CH:27]=1, predict the reactants needed to synthesize it. The reactants are: [N:1]([CH:4]1[CH2:10][CH:9]([CH:11]([CH3:13])[CH3:12])[CH2:8][CH2:7][NH:6][C:5]1=[O:14])=[N+]=[N-].CCN([CH:21]([CH3:23])[CH3:22])C(C)C.ClC1C=C[C:28]([CH2:29][S:30](Cl)(=[O:32])=[O:31])=[CH:27]C=1.C(Cl)[Cl:37].